From a dataset of Full USPTO retrosynthesis dataset with 1.9M reactions from patents (1976-2016). Predict the reactants needed to synthesize the given product. (1) Given the product [Br:1][C:2]1[C:10]([CH3:11])=[CH:9][CH:8]=[CH:7][C:3]=1[C:4]([N:52]1[CH2:53][CH:54]2[CH2:55][N:48]([CH2:47][CH2:46][CH2:45][N:33]([C:28]3[CH:29]=[CH:30][C:31]([CH3:32])=[C:26]([Cl:25])[CH:27]=3)[C:34]([CH:36]3[CH2:37][CH2:38][N:39]([C:42](=[O:44])[CH3:43])[CH2:40][CH2:41]3)=[O:35])[CH2:49][CH:50]2[CH2:51]1)=[O:6], predict the reactants needed to synthesize it. The reactants are: [Br:1][C:2]1[C:10]([CH3:11])=[CH:9][CH:8]=[CH:7][C:3]=1[C:4]([OH:6])=O.N=C=N.C1C=CC2N(O)N=NC=2C=1.[Cl:25][C:26]1[CH:27]=[C:28]([N:33]([CH2:45][CH2:46][CH2:47][N:48]2[CH2:55][CH:54]3[CH:50]([CH2:51][NH:52][CH2:53]3)[CH2:49]2)[C:34]([CH:36]2[CH2:41][CH2:40][N:39]([C:42](=[O:44])[CH3:43])[CH2:38][CH2:37]2)=[O:35])[CH:29]=[CH:30][C:31]=1[CH3:32].CCN(C(C)C)C(C)C. (2) Given the product [NH2:27][C@@H:30]([CH2:31][CH:36]([CH3:41])[CH3:37])[C:44]([N:21]1[CH2:22][CH2:23][CH2:24][CH:19]([N:5]([CH:2]2[CH2:4][CH2:3]2)[S:6]([C:9]2[CH:14]=[CH:13][CH:12]=[C:11]([C:15]([F:18])([F:16])[F:17])[CH:10]=2)(=[O:7])=[O:8])[CH2:20]1)=[O:45], predict the reactants needed to synthesize it. The reactants are: Cl.[CH:2]1([N:5]([CH:19]2[CH2:24][CH2:23][CH2:22][NH:21][CH2:20]2)[S:6]([C:9]2[CH:14]=[CH:13][CH:12]=[C:11]([C:15]([F:18])([F:17])[F:16])[CH:10]=2)(=[O:8])=[O:7])[CH2:4][CH2:3]1.C([N:27]([CH2:30][CH3:31])CC)C.ON1[C:37]2C=CC=[CH:41][C:36]=2N=N1.N(C(OC(C)C)=O)=N[C:44](OC(C)C)=[O:45]. (3) Given the product [C:22]([O:21][C:19]([N:8]1[C:9]2[C:14](=[CH:13][C:12]([C:15]([OH:17])=[O:16])=[CH:11][CH:10]=2)[N:5]([CH2:1][CH2:2][CH2:3][CH3:4])[CH2:6][CH2:7]1)=[O:20])([CH3:25])([CH3:24])[CH3:23], predict the reactants needed to synthesize it. The reactants are: [CH2:1]([N:5]1[C:14]2[C:9](=[CH:10][CH:11]=[C:12]([C:15]([O:17]C)=[O:16])[CH:13]=2)[N:8]([C:19]([O:21][C:22]([CH3:25])([CH3:24])[CH3:23])=[O:20])[CH2:7][CH2:6]1)[CH2:2][CH2:3][CH3:4].[OH-].[K+]. (4) Given the product [Cl:1][C:2]1[CH:3]=[CH:4][C:5]([OH:9])=[C:6]([NH:7][C:19]([NH:18][C:13]2[CH:14]=[CH:15][CH:16]=[CH:17][C:12]=2[C:11]([F:10])([F:21])[F:22])=[O:20])[CH:8]=1, predict the reactants needed to synthesize it. The reactants are: [Cl:1][C:2]1[CH:3]=[CH:4][C:5]([OH:9])=[C:6]([CH:8]=1)[NH2:7].[F:10][C:11]([F:22])([F:21])[C:12]1[CH:17]=[CH:16][CH:15]=[CH:14][C:13]=1[N:18]=[C:19]=[O:20]. (5) Given the product [CH2:20]([N:13]([CH:14]1[CH2:19][CH2:18][O:17][CH2:16][CH2:15]1)[C:4]1[C:5]([CH3:12])=[C:6]([C:7]([O:9][CH3:10])=[O:8])[CH:11]=[C:2]([C:32]2[CH:31]=[CH:30][C:29]([CH2:28][N:25]3[CH2:26][CH2:27][O:22][CH2:23][CH2:24]3)=[CH:34][CH:33]=2)[CH:3]=1)[CH3:21], predict the reactants needed to synthesize it. The reactants are: Br[C:2]1[CH:3]=[C:4]([N:13]([CH2:20][CH3:21])[CH:14]2[CH2:19][CH2:18][O:17][CH2:16][CH2:15]2)[C:5]([CH3:12])=[C:6]([CH:11]=1)[C:7]([O:9][CH3:10])=[O:8].[O:22]1[CH2:27][CH2:26][N:25]([CH2:28][C:29]2[CH:34]=[CH:33][C:32](B3OC(C)(C)C(C)(C)O3)=[CH:31][CH:30]=2)[CH2:24][CH2:23]1.C([O-])([O-])=O.[Na+].[Na+]. (6) Given the product [CH3:1][O:2][C:3]1[CH:12]=[C:11]2[C:6]([C:7]([O:13][C:14]3[CH:15]=[CH:16][C:17]([NH:20][C:21]4[C:30]5[C:25](=[CH:26][CH:27]=[CH:28][CH:29]=5)[C:24]([C:31]5[CH:32]=[CH:33][CH:34]=[CH:35][CH:36]=5)=[N:23][N:22]=4)=[CH:18][CH:19]=3)=[CH:8][CH:9]=[N:10]2)=[CH:5][C:4]=1[C:37]#[N:39], predict the reactants needed to synthesize it. The reactants are: [CH3:1][O:2][C:3]1[CH:12]=[C:11]2[C:6]([C:7]([O:13][C:14]3[CH:19]=[CH:18][C:17]([NH:20][C:21]4[C:30]5[C:25](=[CH:26][CH:27]=[CH:28][CH:29]=5)[C:24]([C:31]5[CH:36]=[CH:35][CH:34]=[CH:33][CH:32]=5)=[N:23][N:22]=4)=[CH:16][CH:15]=3)=[CH:8][CH:9]=[N:10]2)=[CH:5][C:4]=1[C:37]([NH2:39])=O.S(Cl)(Cl)=O. (7) Given the product [CH2:1]([C:9]1[N:13]=[C:12]([CH2:14][CH2:15][C:16]2[CH:23]=[CH:22][C:19]([CH2:20][NH:21][CH2:30][C:29]3[CH:28]=[CH:27][C:26]([C:25]([F:24])([F:34])[F:35])=[CH:33][CH:32]=3)=[CH:18][CH:17]=2)[O:11][N:10]=1)[CH2:2][CH2:3][CH2:4][CH2:5][CH2:6][CH2:7][CH3:8], predict the reactants needed to synthesize it. The reactants are: [CH2:1]([C:9]1[N:13]=[C:12]([CH2:14][CH2:15][C:16]2[CH:23]=[CH:22][C:19]([CH2:20][NH2:21])=[CH:18][CH:17]=2)[O:11][N:10]=1)[CH2:2][CH2:3][CH2:4][CH2:5][CH2:6][CH2:7][CH3:8].[F:24][C:25]([F:35])([F:34])[C:26]1[CH:33]=[CH:32][C:29]([CH:30]=O)=[CH:28][CH:27]=1.